Dataset: Forward reaction prediction with 1.9M reactions from USPTO patents (1976-2016). Task: Predict the product of the given reaction. (1) Given the reactants C([O:4][C:5]([CH3:50])([CH3:49])[C:6]([NH:8][C:9]1[CH:14]=[CH:13][CH:12]=[C:11]([C:15]2[N:20]=[C:19]3[N:21]([C:31]4[CH:36]=[CH:35][C:34]([C:37]5([NH:41][C:42]([O:44][C:45]([CH3:48])([CH3:47])[CH3:46])=[O:43])[CH2:40][CH2:39][CH2:38]5)=[CH:33][CH:32]=4)[C:22]([C:24]4[C:25]([NH2:30])=[N:26][CH:27]=[CH:28][CH:29]=4)=[N:23][C:18]3=[CH:17][CH:16]=2)[CH:10]=1)=[O:7])(=O)C.C(=O)([O-])[O-], predict the reaction product. The product is: [NH2:30][C:25]1[C:24]([C:22]2[N:21]([C:31]3[CH:32]=[CH:33][C:34]([C:37]4([NH:41][C:42](=[O:43])[O:44][C:45]([CH3:48])([CH3:47])[CH3:46])[CH2:38][CH2:39][CH2:40]4)=[CH:35][CH:36]=3)[C:19]3=[N:20][C:15]([C:11]4[CH:12]=[CH:13][CH:14]=[C:9]([NH:8][C:6](=[O:7])[C:5]([OH:4])([CH3:50])[CH3:49])[CH:10]=4)=[CH:16][CH:17]=[C:18]3[N:23]=2)=[CH:29][CH:28]=[CH:27][N:26]=1. (2) Given the reactants C([O:5][C:6]([N:8]1[CH2:12][CH2:11][CH2:10][C@H:9]1[C:13]1[C:18](C(OCC)=O)=[C:17]([C:24]2[N:25]=[N:26][C:27]([C:30]([O:32][CH2:33][CH3:34])=[O:31])=[CH:28][CH:29]=2)[C:16]([C:35]([O:37][CH2:38][CH3:39])=[O:36])=[C:15]([CH2:40][C:41]2[CH:46]=[CH:45][C:44]([F:47])=[CH:43][CH:42]=2)[N:14]=1)=O)(C)(C)C, predict the reaction product. The product is: [CH2:33]([O:32][C:30]([C:27]1[N:26]=[N:25][C:24]([C:17]2[C:18]3[C:6](=[O:5])[N:8]4[CH:9]([C:13]=3[N:14]=[C:15]([CH2:40][C:41]3[CH:46]=[CH:45][C:44]([F:47])=[CH:43][CH:42]=3)[C:16]=2[C:35]([O:37][CH2:38][CH3:39])=[O:36])[CH2:10][CH2:11][CH2:12]4)=[CH:29][CH:28]=1)=[O:31])[CH3:34]. (3) Given the reactants [CH3:1][C:2]1[CH:11]=[CH:10][C:5]([C:6](OC)=[O:7])=[CH:4][N:3]=1.[H-].C([Al+]CC(C)C)C(C)C.C(Cl)Cl.[C@H](O)(C([O-])=O)[C@@H](O)C([O-])=O.[Na+].[K+], predict the reaction product. The product is: [CH3:1][C:2]1[N:3]=[CH:4][C:5]([CH2:6][OH:7])=[CH:10][CH:11]=1. (4) Given the reactants [C:1]([NH:8][C:9]1[CH:14]=[CH:13][C:12]([NH2:15])=[CH:11][CH:10]=1)([O:3]C(C)(C)C)=O.C(N(CC)CC)C.[F:23][C:24]1[CH:32]=[CH:31][C:27](C(Cl)=O)=[C:26]([C:33]([F:36])([F:35])[F:34])[CH:25]=1, predict the reaction product. The product is: [NH2:15][C:12]1[CH:11]=[CH:10][C:9]([NH:8][C:1](=[O:3])[C:27]2[CH:31]=[CH:32][C:24]([F:23])=[CH:25][C:26]=2[C:33]([F:34])([F:36])[F:35])=[CH:14][CH:13]=1. (5) The product is: [C:1]([O:5][C:6](=[O:16])[NH:7][C:8]1[CH:13]=[CH:12][C:11]([CH3:14])=[C:10]([O:15][CH2:21][CH2:20][N:19]([CH3:23])[CH3:18])[CH:9]=1)([CH3:4])([CH3:2])[CH3:3]. Given the reactants [C:1]([O:5][C:6](=[O:16])[NH:7][C:8]1[CH:13]=[CH:12][C:11]([CH3:14])=[C:10]([OH:15])[CH:9]=1)([CH3:4])([CH3:3])[CH3:2].Cl.[CH3:18][N:19]([CH3:23])[CH2:20][CH2:21]Cl.C([O-])([O-])=O.[K+].[K+].O, predict the reaction product.